Dataset: Forward reaction prediction with 1.9M reactions from USPTO patents (1976-2016). Task: Predict the product of the given reaction. Given the reactants [Br:1][C:2]1[CH:7]=[CH:6][C:5]([CH:8]([CH2:19][CH2:20][CH3:21])[CH2:9][C:10]([C:12]2[CH:13]=[CH:14][C:15](=[O:18])[NH:16][CH:17]=2)=[O:11])=[CH:4][CH:3]=1.IC.[C:24](=O)([O-])[O-].[K+].[K+], predict the reaction product. The product is: [Br:1][C:2]1[CH:3]=[CH:4][C:5]([CH:8]([CH2:19][CH2:20][CH3:21])[CH2:9][C:10]([C:12]2[CH:13]=[CH:14][C:15](=[O:18])[N:16]([CH3:24])[CH:17]=2)=[O:11])=[CH:6][CH:7]=1.